From a dataset of Full USPTO retrosynthesis dataset with 1.9M reactions from patents (1976-2016). Predict the reactants needed to synthesize the given product. (1) Given the product [O:4]=[CH:5][C@H:6]([C@H:7]([C@@H:8]([C@@H:9]([CH2:11][OH:12])[OH:10])[OH:13])[OH:14])[OH:15], predict the reactants needed to synthesize it. The reactants are: C=CC[O:4][C@H:5]1[O:10][C@H:9]([CH2:11][OH:12])[C@@H:8]([OH:13])[C@H:7]([OH:14])[C@@H:6]1[OH:15].OCCOC(=O)C=C. (2) Given the product [C:1]([N:8]1[CH2:13][CH2:12][CH2:11][CH:10]([SH:14])[CH2:9]1)([O:3][C:4]([CH3:7])([CH3:6])[CH3:5])=[O:2], predict the reactants needed to synthesize it. The reactants are: [C:1]([N:8]1[CH2:13][CH2:12][CH2:11][CH:10]([S:14]C(=O)C)[CH2:9]1)([O:3][C:4]([CH3:7])([CH3:6])[CH3:5])=[O:2].C[O-].[Na+].Cl. (3) Given the product [S:11]([OH:15])([OH:14])(=[O:13])=[O:12].[CH3:1][NH:2][C@H:3]([C:8]([OH:10])=[O:9])[CH2:4][C:5]([OH:7])=[O:6], predict the reactants needed to synthesize it. The reactants are: [CH3:1][NH:2][C@H:3]([C:8]([OH:10])=[O:9])[CH2:4][C:5]([OH:7])=[O:6].[S:11](=[O:15])(=[O:14])([OH:13])[OH:12]. (4) Given the product [Br:1][CH2:2][C:3]1[CH:8]=[CH:7][C:6]([S:9]([CH3:12])(=[O:11])=[O:10])=[CH:5][C:4]=1[C:23]([F:26])([F:25])[F:24], predict the reactants needed to synthesize it. The reactants are: [Br:1][CH2:2][C:3]1[CH:8]=[CH:7][C:6]([S:9]([CH3:12])(=[O:11])=[O:10])=[CH:5][C:4]=1Cl.FC1C=CC(C=O)=C([C:23]([F:26])([F:25])[F:24])C=1. (5) Given the product [N:1]1[CH:6]=[CH:5][CH:4]=[C:3]([S:7]([Cl:12])(=[O:10])=[O:8])[CH:2]=1, predict the reactants needed to synthesize it. The reactants are: [N:1]1[CH:6]=[CH:5][CH:4]=[C:3]([S:7]([OH:10])(=O)=[O:8])[CH:2]=1.P(Cl)(Cl)(Cl)(Cl)[Cl:12].C(OCC)(=O)C.O. (6) Given the product [N:18]1([C:2]2[CH:7]=[CH:6][C:5]([C:8]3[C:9]([C:14]([OH:16])=[O:15])=[CH:10][CH:11]=[CH:12][CH:13]=3)=[CH:4][CH:3]=2)[CH2:23][CH2:22][CH2:21][CH2:20][CH2:19]1, predict the reactants needed to synthesize it. The reactants are: I[C:2]1[CH:7]=[CH:6][C:5]([C:8]2[C:9]([C:14]([O:16]C)=[O:15])=[CH:10][CH:11]=[CH:12][CH:13]=2)=[CH:4][CH:3]=1.[NH:18]1[CH2:23][CH2:22][CH2:21][CH2:20][CH2:19]1.C(=O)([O-])[O-].[Cs+].[Cs+].C1(P(C2C=CC=CC=2)C2C=CC3C(=CC=CC=3)C=2C2C3C(=CC=CC=3)C=CC=2P(C2C=CC=CC=2)C2C=CC=CC=2)C=CC=CC=1. (7) Given the product [CH:1]([C:3]1[NH:4][C:5]2[C:6]([N:11]=1)=[N:7][CH:8]=[CH:9][CH:10]=2)=[O:13], predict the reactants needed to synthesize it. The reactants are: [CH:1]([C:3]1[NH:4][C:5]2[C:6]([N:11]=1)=[N:7][CH:8]=[CH:9][CH:10]=2)=C.I([O-])(=O)(=O)=[O:13].[Na+].O1CCOCC1.